Task: Regression. Given a peptide amino acid sequence and an MHC pseudo amino acid sequence, predict their binding affinity value. This is MHC class I binding data.. Dataset: Peptide-MHC class I binding affinity with 185,985 pairs from IEDB/IMGT (1) The peptide sequence is FLWWNAAPA. The MHC is HLA-A02:03 with pseudo-sequence HLA-A02:03. The binding affinity (normalized) is 1.00. (2) The peptide sequence is TTLSRHIFM. The MHC is HLA-A02:01 with pseudo-sequence HLA-A02:01. The binding affinity (normalized) is 0.190.